From a dataset of Reaction yield outcomes from USPTO patents with 853,638 reactions. Predict the reaction yield, written as a fraction of the theoretical maximum amount of product (1.0 means a 100% yield; for example, 0.34 means a 34% yield). The reactants are [Cl:1][C:2]1[CH:3]=[C:4]2[C:12](=[CH:13][C:14]=1[Cl:15])[N:11]([S:16]([C:19]1[CH:25]=[CH:24][C:22]([CH3:23])=[CH:21][CH:20]=1)(=[O:18])=[O:17])[C:10]1[C:9](=[O:26])[CH2:8][CH2:7][CH2:6][C:5]2=1.[Li+].C[Si]([N-][Si](C)(C)C)(C)C.[F:37]NS(C1C=CC=CC=1)(=O)=O. The catalyst is C1COCC1. The product is [Cl:1][C:2]1[CH:3]=[C:4]2[C:12](=[CH:13][C:14]=1[Cl:15])[N:11]([S:16]([C:19]1[CH:25]=[CH:24][C:22]([CH3:23])=[CH:21][CH:20]=1)(=[O:18])=[O:17])[C:10]1[C:9](=[O:26])[CH:8]([F:37])[CH2:7][CH2:6][C:5]2=1. The yield is 0.370.